Dataset: Full USPTO retrosynthesis dataset with 1.9M reactions from patents (1976-2016). Task: Predict the reactants needed to synthesize the given product. (1) Given the product [Cl:1][C:2]1[CH:10]=[C:9]([CH:11]([O:13][CH2:14][C:15]2([C:28]3[CH:33]=[CH:32][C:31]([F:34])=[CH:30][CH:29]=3)[CH2:16][CH2:17][N:18]([CH3:21])[CH2:19][CH2:20]2)[CH3:12])[C:8]2[C:4](=[CH:5][N:6]([CH:35]3[CH2:37][CH2:36]3)[N:7]=2)[CH:3]=1, predict the reactants needed to synthesize it. The reactants are: [Cl:1][C:2]1[CH:10]=[C:9]([CH:11]([O:13][CH2:14][C:15]2([C:28]3[CH:33]=[CH:32][C:31]([F:34])=[CH:30][CH:29]=3)[CH2:20][CH2:19][N:18]([C:21](OC(C)(C)C)=O)[CH2:17][CH2:16]2)[CH3:12])[C:8]2[C:4](=[CH:5][N:6]([CH:35]3[CH2:37][CH2:36]3)[N:7]=2)[CH:3]=1.C([BH3-])#N.[Na+].C=O. (2) Given the product [C:1]1([C:7]2[C:16]3[CH:15]=[CH:14][CH:13]=[CH:12][C:11]=3[N:10]=[C:9]3[C:17]4[C:22]([C:23]([C:34]5[CH:35]=[CH:36][C:31]6[N:30]([C:6]7[CH:1]=[CH:2][CH:3]=[CH:4][CH:5]=7)[C:38]7[C:39]([C:32]=6[CH:33]=5)=[CH:40][CH:7]=[CH:8][CH:9]=7)([C:34]5[CH:33]=[CH:32][C:31]6[N:30]([C:11]7[CH:12]=[CH:13][CH:14]=[CH:15][CH:16]=7)[C:38]7[C:18]([C:36]=6[CH:35]=5)=[CH:17][CH:22]=[CH:40][CH:39]=7)[C:8]=23)=[CH:21][CH:20]=[CH:19][CH:18]=4)[CH:6]=[CH:5][CH:4]=[CH:3][CH:2]=1, predict the reactants needed to synthesize it. The reactants are: [C:1]1([C:7]2[C:16]3[CH:15]=[CH:14][CH:13]=[CH:12][C:11]=3[N:10]=[C:9]3[C:17]4[C:22]([C:23](=O)[C:8]=23)=[CH:21][CH:20]=[CH:19][CH:18]=4)[CH:6]=[CH:5][CH:4]=[CH:3][CH:2]=1.CC1C=CC([N:30]([C:38]2C=CC=[CH:40][CH:39]=2)[C:31]2[CH:36]=[CH:35][C:34](C)=[CH:33][CH:32]=2)=CC=1.CS(O)(=O)=O.O=P12OP3(OP(OP(O3)(O1)=O)(=O)O2)=O.